This data is from Retrosynthesis with 50K atom-mapped reactions and 10 reaction types from USPTO. The task is: Predict the reactants needed to synthesize the given product. Given the product N#C[C@@H]1CCCN1C(=O)CNC12CC3CC(CC1C3)C2, predict the reactants needed to synthesize it. The reactants are: N#C[C@@H]1CCCN1C(=O)CCl.NC12CC3CC(CC1C3)C2.